This data is from Catalyst prediction with 721,799 reactions and 888 catalyst types from USPTO. The task is: Predict which catalyst facilitates the given reaction. (1) Reactant: I[C:2]1[C:6]2[C:7]([O:11][CH:12]3[CH2:17][CH2:16][O:15][CH2:14][CH2:13]3)=[N:8][CH:9]=[CH:10][C:5]=2[N:4]([C:18]([C:31]2[CH:36]=[CH:35][CH:34]=[CH:33][CH:32]=2)([C:25]2[CH:30]=[CH:29][CH:28]=[CH:27][CH:26]=2)[C:19]2[CH:24]=[CH:23][CH:22]=[CH:21][CH:20]=2)[N:3]=1.[N:37]1([C:43]([C:45]2[CH:50]=[CH:49][C:48](B(O)O)=[CH:47][CH:46]=2)=[O:44])[CH2:42][CH2:41][O:40][CH2:39][CH2:38]1.C(#N)C.C([O-])(=O)C.[K+]. Product: [O:40]1[CH2:41][CH2:42][N:37]([C:43]([C:45]2[CH:46]=[CH:47][C:48]([C:2]3[C:6]4[C:7]([O:11][CH:12]5[CH2:17][CH2:16][O:15][CH2:14][CH2:13]5)=[N:8][CH:9]=[CH:10][C:5]=4[N:4]([C:18]([C:31]4[CH:36]=[CH:35][CH:34]=[CH:33][CH:32]=4)([C:25]4[CH:30]=[CH:29][CH:28]=[CH:27][CH:26]=4)[C:19]4[CH:24]=[CH:23][CH:22]=[CH:21][CH:20]=4)[N:3]=3)=[CH:49][CH:50]=2)=[O:44])[CH2:38][CH2:39]1. The catalyst class is: 587. (2) Reactant: [CH:1]1([CH2:4]Cl)[CH2:3][CH2:2]1.[Mg].[O:7]1[CH2:11][CH2:10][CH2:9][CH2:8]1. Product: [CH2:2]([O:7][CH2:8][CH2:9][CH2:10][CH3:11])[CH2:3][CH2:1][CH3:4]. The catalyst class is: 27. (3) Reactant: CN.[F:3][C:4]1[CH:9]=[CH:8][C:7]([C:10]2[O:28][C:13]3[CH:14]=[C:15]([NH:23][S:24]([CH3:27])(=[O:26])=[O:25])[C:16]4[O:20][CH:19]([CH2:21][OH:22])[CH2:18][C:17]=4[C:12]=3[C:11]=2[C:29](O)=[O:30])=[CH:6][CH:5]=1.C1C[N:35]([P+](ON2N=NC3C=CC=CC2=3)(N2CCCC2)N2CCCC2)[CH2:34]C1.F[P-](F)(F)(F)(F)F. Product: [F:3][C:4]1[CH:9]=[CH:8][C:7]([C:10]2[O:28][C:13]3[CH:14]=[C:15]([NH:23][S:24]([CH3:27])(=[O:26])=[O:25])[C:16]4[O:20][CH:19]([CH2:21][OH:22])[CH2:18][C:17]=4[C:12]=3[C:11]=2[C:29]([NH:35][CH3:34])=[O:30])=[CH:6][CH:5]=1. The catalyst class is: 18. (4) Reactant: [ClH:1].O[CH:3]1[O:11][C@H:10]([CH2:12][OH:13])[C@@H:8]([OH:9])[C@H:6]([OH:7])[C@H:4]1[NH2:5].[C:14]([NH:24][NH2:25])(=[O:23])[CH2:15][CH2:16][CH2:17][CH2:18][C:19]([NH:21][NH2:22])=[O:20]. Product: [ClH:1].[NH2:5][CH:4]1[CH:6]([OH:7])[CH:8]([OH:9])[CH:10]([CH2:12][OH:13])[O:11][CH:3]1[NH:25][NH:24][C:14]([CH2:15][CH2:16][CH2:17][CH2:18][C:19]([NH:21][NH2:22])=[O:20])=[O:23]. The catalyst class is: 192.